Regression. Given a peptide amino acid sequence and an MHC pseudo amino acid sequence, predict their binding affinity value. This is MHC class II binding data. From a dataset of Peptide-MHC class II binding affinity with 134,281 pairs from IEDB. The peptide sequence is INEPTAAAIAYGSDR. The binding affinity (normalized) is 0.417. The MHC is HLA-DQA10401-DQB10402 with pseudo-sequence HLA-DQA10401-DQB10402.